From a dataset of Catalyst prediction with 721,799 reactions and 888 catalyst types from USPTO. Predict which catalyst facilitates the given reaction. (1) Reactant: [NH2:1][C:2]1[C:7]([F:8])=[C:6]([C:9]2[CH:14]=[CH:13][C:12]([Si](C)(C)C)=[C:11]([F:19])[C:10]=2[F:20])[N:5]=[C:4]([C:21]([O:23][CH3:24])=[O:22])[C:3]=1[Cl:25].[Br:26]Br.ClCCl.S([O-])([O-])(=O)=S.[Na+].[Na+]. Product: [NH2:1][C:2]1[C:7]([F:8])=[C:6]([C:9]2[CH:14]=[CH:13][C:12]([Br:26])=[C:11]([F:19])[C:10]=2[F:20])[N:5]=[C:4]([C:21]([O:23][CH3:24])=[O:22])[C:3]=1[Cl:25]. The catalyst class is: 47. (2) Reactant: [CH3:1][O:2][C:3]1[CH:12]=[C:11]2[C:6]([CH2:7][C:8]([CH3:23])([CH3:22])[N:9]([CH2:13][C:14]3[CH:19]=[CH:18][CH:17]=[C:16]([O:20][CH3:21])[CH:15]=3)[CH2:10]2)=[CH:5][C:4]=1[O:24][Si](C(C)C)(C(C)C)C(C)C.CCCC[N+](CCCC)(CCCC)CCCC.[F-].O. Product: [CH3:21][O:20][C:16]1[CH:15]=[C:14]([CH:19]=[CH:18][CH:17]=1)[CH2:13][N:9]1[C:8]([CH3:23])([CH3:22])[CH2:7][C:6]2[C:11](=[CH:12][C:3]([O:2][CH3:1])=[C:4]([OH:24])[CH:5]=2)[CH2:10]1. The catalyst class is: 1.